This data is from Forward reaction prediction with 1.9M reactions from USPTO patents (1976-2016). The task is: Predict the product of the given reaction. (1) Given the reactants [Cl:1][C:2]1[C:10]([N+:11]([O-:13])=[O:12])=[CH:9][C:8]([Cl:14])=[CH:7][C:3]=1[C:4](O)=[O:5].[Cr](Cl)([O-])(=O)=O.[NH+]1C=CC=CC=1, predict the reaction product. The product is: [Cl:1][C:2]1[C:10]([N+:11]([O-:13])=[O:12])=[CH:9][C:8]([Cl:14])=[CH:7][C:3]=1[CH:4]=[O:5]. (2) Given the reactants [CH3:1][O:2][C:3]([C:5]1[S:6][C:7](Br)=[CH:8][C:9]=1[O:10][CH:11]([C:13]1[CH:18]=[CH:17][CH:16]=[CH:15][C:14]=1[Cl:19])[CH3:12])=[O:4].CC1(C)C(C)(C)OB([C:29]2[CH:30]=[C:31]3[CH:37]=[CH:36][NH:35][C:32]3=[N:33][CH:34]=2)O1.C([O-])([O-])=O.[K+].[K+], predict the reaction product. The product is: [CH3:1][O:2][C:3]([C:5]1[S:6][C:7]([C:29]2[CH:30]=[C:31]3[CH:37]=[CH:36][NH:35][C:32]3=[N:33][CH:34]=2)=[CH:8][C:9]=1[O:10][CH:11]([C:13]1[CH:18]=[CH:17][CH:16]=[CH:15][C:14]=1[Cl:19])[CH3:12])=[O:4]. (3) Given the reactants Cl.[Br:2][C:3]1[C:12]2[O:11][C:10]([CH3:14])([CH3:13])[CH2:9][NH:8][C:7]=2[CH:6]=[CH:5][CH:4]=1.N1C=CC=CC=1.[F:21][C:22]1[CH:27]=[CH:26][CH:25]=[CH:24][C:23]=1[S:28](Cl)(=[O:30])=[O:29], predict the reaction product. The product is: [Br:2][C:3]1[C:12]2[O:11][C:10]([CH3:14])([CH3:13])[CH2:9][N:8]([S:28]([C:23]3[CH:24]=[CH:25][CH:26]=[CH:27][C:22]=3[F:21])(=[O:30])=[O:29])[C:7]=2[CH:6]=[CH:5][CH:4]=1. (4) Given the reactants CO[C:3](=[O:12])[C:4]1[CH:9]=[CH:8][CH:7]=[CH:6][C:5]=1[CH2:10]Br.[C:13]1([C:21]2[CH:26]=[CH:25][CH:24]=[CH:23][CH:22]=2)[CH:18]=[CH:17][C:16]([CH2:19][NH2:20])=[CH:15][CH:14]=1.C([O-])([O-])=O.[K+].[K+].C(OCC)(=O)C, predict the reaction product. The product is: [C:13]1([C:21]2[CH:22]=[CH:23][CH:24]=[CH:25][CH:26]=2)[CH:14]=[CH:15][C:16]([CH2:19][N:20]2[CH2:10][C:5]3[C:4](=[CH:9][CH:8]=[CH:7][CH:6]=3)[C:3]2=[O:12])=[CH:17][CH:18]=1. (5) Given the reactants C(N(CC)CC)C.ClC([O:11][CH2:12][CH3:13])=O.[Cl:14][C@H:15]1[C@H:19]([CH2:20]/[CH:21]=[CH:22]\[CH2:23][CH2:24][CH2:25][C:26]([OH:28])=[O:27])[C@@H:18]([CH2:29][O:30][C:31]2[CH:36]=[C:35]([Cl:37])[CH:34]=[C:33]([Cl:38])[CH:32]=2)[C@H:17]([OH:39])[CH2:16]1.C(O)CO, predict the reaction product. The product is: [OH:11][CH2:12][CH2:13][O:27][C:26](=[O:28])[CH2:25][CH2:24][CH2:23]/[CH:22]=[CH:21]\[CH2:20][C@H:19]1[C@H:15]([Cl:14])[CH2:16][C@@H:17]([OH:39])[C@@H:18]1[CH2:29][O:30][C:31]1[CH:32]=[C:33]([Cl:38])[CH:34]=[C:35]([Cl:37])[CH:36]=1. (6) Given the reactants [OH:1][C:2]12[C:13]3[C:8](=[C:9]([N+:14]([O-])=O)[CH:10]=[CH:11][CH:12]=3)[C:7](=[O:17])[C:6]1([NH:18][C:19](=[O:26])[C:20](=[O:25])[CH2:21][CH2:22][CH2:23][CH3:24])[C:5]1[CH:27]=[CH:28][C:29]([CH:31]([CH3:33])[CH3:32])=[CH:30][C:4]=1[O:3]2, predict the reaction product. The product is: [NH2:14][C:9]1[CH:10]=[CH:11][CH:12]=[C:13]2[C:8]=1[C:7](=[O:17])[C:6]1([NH:18][C:19](=[O:26])[C:20](=[O:25])[CH2:21][CH2:22][CH2:23][CH3:24])[C:5]3[CH:27]=[CH:28][C:29]([CH:31]([CH3:33])[CH3:32])=[CH:30][C:4]=3[O:3][C:2]12[OH:1]. (7) Given the reactants [Cl:1][C:2]1[CH:7]=[CH:6][C:5]([CH:8]([C:19]2[CH:24]=[CH:23][C:22]([S:25]([CH3:28])(=[O:27])=[O:26])=[CH:21][CH:20]=2)[CH2:9][C:10]([C:12]2[CH:13]=[CH:14][C:15](=[O:18])[NH:16][CH:17]=2)=[O:11])=[C:4]([CH3:29])[CH:3]=1.I[CH2:31][C:32]([NH2:34])=[O:33].C(=O)([O-])[O-].[K+].[K+], predict the reaction product. The product is: [Cl:1][C:2]1[CH:7]=[CH:6][C:5]([CH:8]([C:19]2[CH:20]=[CH:21][C:22]([S:25]([CH3:28])(=[O:26])=[O:27])=[CH:23][CH:24]=2)[CH2:9][C:10]([C:12]2[CH:13]=[CH:14][C:15](=[O:18])[N:16]([CH2:31][C:32]([NH2:34])=[O:33])[CH:17]=2)=[O:11])=[C:4]([CH3:29])[CH:3]=1. (8) Given the reactants Cl[N:2]1[CH2:7][CH2:6][O:5][CH2:4][CH2:3]1.[OH-:8].[K+].[CH2:10]([O:12][CH2:13][CH3:14])[CH3:11], predict the reaction product. The product is: [CH2:10]([O:12][C:13](=[O:8])[CH2:14][CH:3]1[CH2:4][O:5][CH2:6][CH2:7][NH:2]1)[CH3:11]. (9) The product is: [O:3]=[C:4]1[NH:8][C:7]2[CH:9]=[C:10]([CH2:13][C:14]([OH:16])=[O:15])[CH:11]=[CH:12][C:6]=2[S:5]1. Given the reactants [OH-].[Na+].[O:3]=[C:4]1[NH:8][C:7]2[CH:9]=[C:10]([CH2:13][C:14]([O:16]CC)=[O:15])[CH:11]=[CH:12][C:6]=2[S:5]1, predict the reaction product.